Dataset: Full USPTO retrosynthesis dataset with 1.9M reactions from patents (1976-2016). Task: Predict the reactants needed to synthesize the given product. (1) Given the product [NH2:1][C:2]1[C:11]([NH2:12])=[CH:10][C:5]([C:6]([O:8][CH3:9])=[O:7])=[C:4]([CH2:15][O:16][CH3:17])[CH:3]=1, predict the reactants needed to synthesize it. The reactants are: [NH2:1][C:2]1[C:11]([N+:12]([O-])=O)=[CH:10][C:5]([C:6]([O:8][CH3:9])=[O:7])=[C:4]([CH2:15][O:16][CH3:17])[CH:3]=1.[Cl-].[NH4+].O1CCCC1.CO. (2) Given the product [Br:20][C:21]([CH3:26])([CH3:25])[C:22]([NH:1][C:2]1[CH:7]=[CH:6][CH:5]=[CH:4][C:3]=1[OH:8])=[O:23], predict the reactants needed to synthesize it. The reactants are: [NH2:1][C:2]1[CH:7]=[CH:6][CH:5]=[CH:4][C:3]=1[OH:8].C(OCC)(=O)C.C(=O)([O-])O.[Na+].[Br:20][C:21]([CH3:26])([CH3:25])[C:22](Br)=[O:23]. (3) Given the product [F:15][C:16]1[CH:21]=[CH:20][C:19]([CH2:22][O:1][C:2]2[N:6]([C:7]3[CH:12]=[C:11]([C:13]#[N:14])[CH:10]=[CH:9][N:8]=3)[N:5]=[CH:4][CH:3]=2)=[CH:18][C:17]=1[O:24][CH2:25][C:26]1[CH:27]=[CH:28][C:29]([F:32])=[CH:30][CH:31]=1, predict the reactants needed to synthesize it. The reactants are: [OH:1][C:2]1[N:6]([C:7]2[CH:12]=[C:11]([C:13]#[N:14])[CH:10]=[CH:9][N:8]=2)[N:5]=[CH:4][CH:3]=1.[F:15][C:16]1[CH:21]=[CH:20][C:19]([CH2:22]O)=[CH:18][C:17]=1[O:24][CH2:25][C:26]1[CH:31]=[CH:30][C:29]([F:32])=[CH:28][CH:27]=1.